From a dataset of Forward reaction prediction with 1.9M reactions from USPTO patents (1976-2016). Predict the product of the given reaction. (1) Given the reactants [OH:1][C:2]1[CH:3]=[C:4]([CH:10]=[CH:11][CH:12]=1)[C:5]([O:7]CC)=[O:6].[CH3:13][C:14]([CH3:18])=[CH:15][CH2:16]Br.C(=O)([O-])[O-].[K+].[K+], predict the reaction product. The product is: [CH3:13][C:14]([CH3:18])=[CH:15][CH2:16][O:1][C:2]1[CH:3]=[C:4]([CH:10]=[CH:11][CH:12]=1)[C:5]([OH:7])=[O:6]. (2) Given the reactants [NH2:1][C:2]1[N:6]([C:7]2[CH:12]=[CH:11][CH:10]=[CH:9][C:8]=2O)[N:5]=[C:4]([C:14]([CH3:17])([CH3:16])[CH3:15])[CH:3]=1.C1(P(C2C=CC=CC=2)C2C=CC=CC=2)C=CC=CC=1.[CH2:37]([O:44][CH2:45][C@@H:46]([OH:48])[CH3:47])[C:38]1[CH:43]=[CH:42][CH:41]=[CH:40][CH:39]=1.CC(OC(/N=N/C(OC(C)C)=O)=O)C, predict the reaction product. The product is: [CH2:37]([O:44][CH2:45][C@@H:46]([CH3:47])[O:48][C:9]1[CH:8]=[C:7]([N:6]2[C:2]([NH2:1])=[CH:3][C:4]([C:14]([CH3:17])([CH3:16])[CH3:15])=[N:5]2)[CH:12]=[CH:11][CH:10]=1)[C:38]1[CH:43]=[CH:42][CH:41]=[CH:40][CH:39]=1. (3) Given the reactants [C:1]1([CH2:7][CH2:8][CH2:9][S:10][C:11]2[N:16]=[C:15]([C:17]3[S:18][C:19]4[CH:27]=[CH:26][CH:25]=[CH:24][C:20]=4[C:21](=[O:23])[N:22]=3)[CH:14]=[CH:13][CH:12]=2)[CH:6]=[CH:5][CH:4]=[CH:3][CH:2]=1.ClC1C=CC=C(C(OO)=[O:36])C=1, predict the reaction product. The product is: [C:1]1([CH2:7][CH2:8][CH2:9][S:10]([C:11]2[N:16]=[C:15]([C:17]3[S:18][C:19]4[CH:27]=[CH:26][CH:25]=[CH:24][C:20]=4[C:21](=[O:23])[N:22]=3)[CH:14]=[CH:13][CH:12]=2)=[O:36])[CH:6]=[CH:5][CH:4]=[CH:3][CH:2]=1.